Dataset: Full USPTO retrosynthesis dataset with 1.9M reactions from patents (1976-2016). Task: Predict the reactants needed to synthesize the given product. (1) Given the product [Cl:23][CH2:24][C:25]([NH:22][C:20]1[CH:19]=[CH:18][C:16]2[N:17]=[C:12]([NH:11][CH:7]3[C:8]4[C:4](=[CH:3][C:2]([F:1])=[CH:10][CH:9]=4)[CH2:5][CH2:6]3)[O:13][CH2:14][C:15]=2[CH:21]=1)=[O:26], predict the reactants needed to synthesize it. The reactants are: [F:1][C:2]1[CH:3]=[C:4]2[C:8](=[CH:9][CH:10]=1)[CH:7]([NH:11][C:12]1[O:13][CH2:14][C:15]3[CH:21]=[C:20]([NH2:22])[CH:19]=[CH:18][C:16]=3[N:17]=1)[CH2:6][CH2:5]2.[Cl:23][CH2:24][C:25](Cl)=[O:26]. (2) Given the product [N+:12]([C:15]1[C:16]([N:24]2[CH2:29][CH2:28][CH2:27][C@H:26]([NH:30][C:31](=[O:37])[O:32][C:33]([CH3:34])([CH3:36])[CH3:35])[CH2:25]2)=[C:17]2[CH2:23][CH2:22][CH2:21][C:18]2=[N+:19]([O-:9])[CH:20]=1)([O-:14])=[O:13], predict the reactants needed to synthesize it. The reactants are: C1C=C(Cl)C=C(C(OO)=[O:9])C=1.[N+:12]([C:15]1[C:16]([N:24]2[CH2:29][CH2:28][CH2:27][C@H:26]([NH:30][C:31](=[O:37])[O:32][C:33]([CH3:36])([CH3:35])[CH3:34])[CH2:25]2)=[C:17]2[CH2:23][CH2:22][CH2:21][C:18]2=[N:19][CH:20]=1)([O-:14])=[O:13].[O-]S([O-])(=S)=O.[Na+].[Na+].[OH-].[Na+].